Dataset: Catalyst prediction with 721,799 reactions and 888 catalyst types from USPTO. Task: Predict which catalyst facilitates the given reaction. (1) Reactant: [Br:1][C:2]1[C:3]([OH:13])=[C:4]([C:10](=[O:12])[CH3:11])[CH:5]=[C:6]([F:9])[C:7]=1[CH3:8].[C:14](=O)([O-])[O-].[K+].[K+].CN(C)C=O.CI. Product: [Br:1][C:2]1[C:3]([O:13][CH3:14])=[C:4]([C:10](=[O:12])[CH3:11])[CH:5]=[C:6]([F:9])[C:7]=1[CH3:8]. The catalyst class is: 6. (2) Reactant: [NH2:1][C:2]1[NH:3][C:4](=[O:20])[C:5]2[N:6]=[CH:7][N:8]([C@H]3[C@@H](O)[C@@H](O)[C@H](CO)O3)[C:9]=2[N:10]=1.[Cl:21][C:22]1[CH:27]=[CH:26][C:25]([CH2:28]Cl)=[CH:24][CH:23]=1.Cl. Product: [NH2:1][C:2]1[NH:3][C:4](=[O:20])[C:5]2[N:6]([CH2:28][C:25]3[CH:26]=[CH:27][C:22]([Cl:21])=[CH:23][CH:24]=3)[CH:7]=[N:8][C:9]=2[N:10]=1. The catalyst class is: 16. (3) Reactant: [N+:1]([C:4]1[CH:5]=[C:6]([OH:13])[C:7](=[CH:11][CH:12]=1)[C:8]([OH:10])=[O:9])([O-:3])=[O:2].[CH3:14]O. Product: [N+:1]([C:4]1[CH:5]=[C:6]([OH:13])[C:7](=[CH:11][CH:12]=1)[C:8]([O:10][CH3:14])=[O:9])([O-:3])=[O:2]. The catalyst class is: 65. (4) Reactant: [CH2:1]([O:3][C:4]([C:6]1[S:26][C:9]2[N:10]=[C:11](S(C)(=O)=O)[N:12]=[C:13]([C:14]3[CH:19]=[CH:18][C:17]([Cl:20])=[C:16]([Cl:21])[CH:15]=3)[C:8]=2[CH:7]=1)=[O:5])[CH3:2].[NH3:27]. Product: [CH2:1]([O:3][C:4]([C:6]1[S:26][C:9]2[N:10]=[C:11]([NH2:27])[N:12]=[C:13]([C:14]3[CH:19]=[CH:18][C:17]([Cl:20])=[C:16]([Cl:21])[CH:15]=3)[C:8]=2[CH:7]=1)=[O:5])[CH3:2]. The catalyst class is: 1. (5) Reactant: [Br:1][C:2]1[CH:3]=[C:4]2[C:9](=[C:10](O)[CH:11]=1)[O:8][C:7]([CH3:14])([CH3:13])[CH2:6][C:5]2([CH3:16])[CH3:15].C(N(CC)CC)C.[CH3:24][Si:25]([C:28]#[CH:29])([CH3:27])[CH3:26].C(OCC)(=O)C. Product: [Br:1][C:2]1[CH:3]=[C:4]2[C:9](=[C:10]([C:29]#[C:28][Si:25]([CH3:27])([CH3:26])[CH3:24])[CH:11]=1)[O:8][C:7]([CH3:14])([CH3:13])[CH2:6][C:5]2([CH3:16])[CH3:15]. The catalyst class is: 730.